From a dataset of Full USPTO retrosynthesis dataset with 1.9M reactions from patents (1976-2016). Predict the reactants needed to synthesize the given product. (1) Given the product [NH:17]1[C:18]2[C:14](=[CH:13][CH:12]=[C:11]([C:9]3[N:8]([CH2:20][O:21][CH2:22][CH2:23][Si:24]([CH3:27])([CH3:26])[CH3:25])[C:4]4=[N:5][CH:6]=[CH:7][C:2]([C:36]5[CH:41]=[CH:40][N:39]=[C:38]([NH2:42])[CH:37]=5)=[C:3]4[CH:10]=3)[CH:19]=2)[CH:15]=[N:16]1, predict the reactants needed to synthesize it. The reactants are: Br[C:2]1[CH:7]=[CH:6][N:5]=[C:4]2[N:8]([CH2:20][O:21][CH2:22][CH2:23][Si:24]([CH3:27])([CH3:26])[CH3:25])[C:9]([C:11]3[CH:19]=[C:18]4[C:14]([CH:15]=[N:16][NH:17]4)=[CH:13][CH:12]=3)=[CH:10][C:3]=12.CC1(C)C(C)(C)OB([C:36]2[CH:41]=[CH:40][N:39]=[C:38]([NH2:42])[CH:37]=2)O1.C(=O)([O-])[O-].[Na+].[Na+].P([O-])([O-])([O-])=O.[K+].[K+].[K+]. (2) Given the product [NH2:20][C:17]1[CH:18]=[CH:19][C:10]([O:9][CH:8]([C:4]2[CH:5]=[CH:6][CH:7]=[C:2]([Cl:1])[CH:3]=2)[C:23]2[CH:28]=[CH:27][CH:26]=[CH:25][CH:24]=2)=[C:11]([CH:16]=1)[C:12]([O:14][CH3:15])=[O:13], predict the reactants needed to synthesize it. The reactants are: [Cl:1][C:2]1[CH:3]=[C:4]([CH:8]([C:23]2[CH:28]=[CH:27][CH:26]=[CH:25][CH:24]=2)[O:9][C:10]2[CH:19]=[CH:18][C:17]([N+:20]([O-])=O)=[CH:16][C:11]=2[C:12]([O:14][CH3:15])=[O:13])[CH:5]=[CH:6][CH:7]=1.[Cl-].[Ca+2].[Cl-]. (3) Given the product [OH:25][C:5]1[C:6]2[C:11](=[CH:10][CH:9]=[CH:8][CH:7]=2)[C:12]([CH2:20][CH2:21][CH:22]([CH3:23])[CH3:24])([CH2:15][CH2:16][CH:17]([CH3:18])[CH3:19])[C:13](=[O:14])[C:4]=1[C:3]1[NH:68][C:69]2[CH:74]=[CH:73][C:72]([NH:62][S:59]([CH3:58])(=[O:61])=[O:60])=[CH:71][C:70]=2[S:83](=[O:85])(=[O:84])[N:86]=1, predict the reactants needed to synthesize it. The reactants are: CS[C:3](SC)=[C:4]1[C:13](=[O:14])[C:12]([CH2:20][CH2:21][CH:22]([CH3:24])[CH3:23])([CH2:15][CH2:16][CH:17]([CH3:19])[CH3:18])[C:11]2[C:6](=[CH:7][CH:8]=[CH:9][CH:10]=2)[C:5]1=[O:25].CSC(SC)=C1C(=O)C(CCCC)(CCCC)C2C(=CC=CC=2)C1=O.NC1SC=C([NH:62][S:59]([CH3:58])(=[O:61])=[O:60])[C:58]=1[S:59]([NH2:62])(=[O:61])=[O:60].[NH2:68][C:69]1[CH:74]=[CH:73][C:72](OCC2C=CC=CC=2)=[CH:71][C:70]=1[S:83]([NH2:86])(=[O:85])=[O:84].